Task: Predict which catalyst facilitates the given reaction.. Dataset: Catalyst prediction with 721,799 reactions and 888 catalyst types from USPTO (1) Reactant: [F:1][CH:2]([F:22])[O:3][C:4]1[CH:5]=[C:6]([NH:14][C:15]2[CH:20]=[CH:19][CH:18]=[C:17]([Cl:21])[CH:16]=2)[CH:7]=[CH:8][C:9]=1[O:10][CH:11]([F:13])[F:12].[CH3:23][C:24]1([CH3:27])[CH2:26][O:25]1.C([O-])([O-])=O.[Ca+2].CN(C=O)C. Product: [F:22][CH:2]([F:1])[O:3][C:4]1[CH:5]=[C:6]([N:14]([C:15]2[CH:20]=[CH:19][CH:18]=[C:17]([Cl:21])[CH:16]=2)[CH2:23][C:24]([CH3:27])([OH:25])[CH3:26])[CH:7]=[CH:8][C:9]=1[O:10][CH:11]([F:12])[F:13]. The catalyst class is: 6. (2) Reactant: [CH3:1][O:2][C:3]1[CH:4]=[C:5]([C:11]2[S:15][C:14]3=[N:16][CH:17]=[C:18](I)[N:13]3[N:12]=2)[CH:6]=[CH:7][C:8]=1[O:9][CH3:10].[NH2:20][C:21]1[N:28]=[CH:27][C:26](B2OC(C)(C)C(C)(C)O2)=[CH:25][C:22]=1[C:23]#[N:24].C([O-])([O-])=O.[Na+].[Na+]. Product: [NH2:20][C:21]1[N:28]=[CH:27][C:26]([C:18]2[N:13]3[C:14]([S:15][C:11]([C:5]4[CH:6]=[CH:7][C:8]([O:9][CH3:10])=[C:3]([O:2][CH3:1])[CH:4]=4)=[N:12]3)=[N:16][CH:17]=2)=[CH:25][C:22]=1[C:23]#[N:24]. The catalyst class is: 12. (3) Reactant: [Br:1][C:2]1[CH:3]=[C:4]2[CH:10]=[C:9]([Si](C)(C)C)[S:8][C:5]2=[N:6][CH:7]=1.C([O-])([O-])=O.[K+].[K+]. Product: [Br:1][C:2]1[CH:3]=[C:4]2[CH:10]=[CH:9][S:8][C:5]2=[N:6][CH:7]=1. The catalyst class is: 8. (4) Reactant: [N:1]([C:4]([C:7]1[CH:8]=[CH:9][C:10]2[C:14]([CH3:16])([CH3:15])[O:13][B:12]([OH:17])[C:11]=2[CH:18]=1)([CH3:6])[CH3:5])=[N+]=[N-]. Product: [NH2:1][C:4]([C:7]1[CH:8]=[CH:9][C:10]2[C:14]([CH3:16])([CH3:15])[O:13][B:12]([OH:17])[C:11]=2[CH:18]=1)([CH3:6])[CH3:5]. The catalyst class is: 5. (5) Reactant: Cl[C:2]([O:4][CH:5]([CH3:7])[CH3:6])=[O:3].[F:8][C:9]1[CH:14]=[CH:13][CH:12]=[CH:11][C:10]=1[S:15][C:16]1[C:24]2[C:19](=[CH:20][CH:21]=[CH:22][CH:23]=2)[N:18]([C:25]2[N:30]=[C:29]([NH2:31])[C:28]([NH2:32])=[C:27]([NH2:33])[N:26]=2)[N:17]=1. Product: [CH3:6][CH:5]([O:4][C:2](=[O:3])[NH:32][C:28]1[C:29]([NH2:31])=[N:30][C:25]([N:18]2[C:19]3[C:24](=[CH:23][CH:22]=[CH:21][CH:20]=3)[C:16]([S:15][C:10]3[CH:11]=[CH:12][CH:13]=[CH:14][C:9]=3[F:8])=[N:17]2)=[N:26][C:27]=1[NH2:33])[CH3:7]. The catalyst class is: 17. (6) Reactant: [OH:1][C:2]1[CH:7]=[CH:6][C:5]([N:8]=[N:9][C:10]2[CH:15]=[CH:14][C:13]([S:16]([CH3:19])(=[O:18])=[O:17])=[CH:12][CH:11]=2)=[CH:4][CH:3]=1.[CH:20]1C(O)=CC=CC=1C.[OH-].[K+].CC(O)=O. Product: [OH:1][C:2]1[CH:7]=[CH:6][C:5]([N:8]=[N:9][C:10]2[CH:15]=[CH:14][C:13]([S:16]([CH3:19])(=[O:18])=[O:17])=[CH:12][CH:11]=2)=[C:4]([CH3:20])[CH:3]=1. The catalyst class is: 1. (7) Reactant: [CH2:1]([N:8]1[CH2:12][C@H:11]([CH2:13][C:14]2[CH:19]=[CH:18][CH:17]=[CH:16][CH:15]=2)[C@H:10]([C:20]([OH:22])=O)[CH2:9]1)[C:2]1[CH:7]=[CH:6][CH:5]=[CH:4][CH:3]=1.[CH:23]1[CH:24]=[CH:25][C:26]2N(O)N=[N:29][C:27]=2[CH:28]=1.CCN=C=NCCCN(C)C.NC1C=CC=CC=1. Product: [C:27]1([NH:29][C:20]([C@H:10]2[C@@H:11]([CH2:13][C:14]3[CH:15]=[CH:16][CH:17]=[CH:18][CH:19]=3)[CH2:12][N:8]([CH2:1][C:2]3[CH:7]=[CH:6][CH:5]=[CH:4][CH:3]=3)[CH2:9]2)=[O:22])[CH:28]=[CH:23][CH:24]=[CH:25][CH:26]=1. The catalyst class is: 2.